This data is from Full USPTO retrosynthesis dataset with 1.9M reactions from patents (1976-2016). The task is: Predict the reactants needed to synthesize the given product. (1) The reactants are: C(OC([N:8]1[CH2:13][CH2:12][C:11]([CH2:15][CH2:16][C:17]([F:20])([F:19])[CH3:18])([OH:14])[CH2:10][CH2:9]1)=O)(C)(C)C.Cl. Given the product [F:20][C:17]([F:19])([CH3:18])[CH2:16][CH2:15][C:11]1([OH:14])[CH2:10][CH2:9][NH:8][CH2:13][CH2:12]1, predict the reactants needed to synthesize it. (2) Given the product [N+:15]([C:16]1[CH:26]=[C:25]2[C:20]([CH2:21][CH2:22][CH2:23]2)=[CH:19][C:17]=1[NH:18][C:28](=[O:29])[CH3:30])([O-:27])=[O:1], predict the reactants needed to synthesize it. The reactants are: [OH:1]O.N1(CCCNC2N=[N+:15]([O-:27])[C:16]3[CH:26]=[C:25]4[C:20]([CH2:21][CH2:22][CH2:23]O4)=[CH:19][C:17]=3[N:18]=2)CCOCC1.[C:28](O)([C:30](F)(F)F)=[O:29].